Dataset: Forward reaction prediction with 1.9M reactions from USPTO patents (1976-2016). Task: Predict the product of the given reaction. (1) Given the reactants [CH3:1][O:2][C:3](=[O:12])[CH2:4][CH2:5][C:6]1[CH:11]=[CH:10][CH:9]=[CH:8][CH:7]=1.[C:13]1([C:19]2[CH:24]=[C:23]([C:25]3[CH:30]=[CH:29][CH:28]=[CH:27][CH:26]=3)[NH:22][C:21](=[O:31])[CH:20]=2)[CH:18]=[CH:17][CH:16]=[CH:15][CH:14]=1.[C:32]([O-:35])([O-])=[O:33].[K+].[K+], predict the reaction product. The product is: [CH3:1][O:2][C:3](=[O:12])[CH2:4][CH2:5][C:6]1[C:7]([O:31][CH2:21][CH2:20][CH2:19][C:32]([O:35][C:25]([CH3:26])([CH3:30])[CH3:23])=[O:33])=[CH:8][CH:9]=[CH:10][C:11]=1[CH2:16][CH2:15][CH2:14][CH2:13][CH2:18][CH2:17][O:31][C:21]1[CH:20]=[C:19]([C:13]2[CH:14]=[CH:15][CH:16]=[CH:17][CH:18]=2)[CH:24]=[C:23]([C:25]2[CH:26]=[CH:27][CH:28]=[CH:29][CH:30]=2)[N:22]=1. (2) The product is: [CH2:1]([CH:3]1[N:12]([S:13]([C:16]2[CH:21]=[CH:20][C:19]([O:22][CH3:23])=[C:18]([CH3:24])[CH:17]=2)(=[O:15])=[O:14])[C:11]2[C:6](=[CH:7][C:8]([F:26])=[C:9]([F:25])[CH:10]=2)[N:5]2[C:27]([C:35]#[N:34])=[CH:28][CH:29]=[C:4]12)[CH3:2]. Given the reactants [CH2:1]([CH:3]1[N:12]([S:13]([C:16]2[CH:21]=[CH:20][C:19]([O:22][CH3:23])=[C:18]([CH3:24])[CH:17]=2)(=[O:15])=[O:14])[C:11]2[C:6](=[CH:7][C:8]([F:26])=[C:9]([F:25])[CH:10]=2)[N:5]2[CH:27]=[CH:28][CH:29]=[C:4]12)[CH3:2].ClS([N:34]=[C:35]=O)(=O)=O.CN(C=O)C, predict the reaction product. (3) The product is: [ClH:32].[CH:28]1([CH2:27][NH:7][C@@H:8]2[CH2:10][C@H:9]2[C:11]2[S:12][C:13]([C:16]([NH:17][CH:18]3[CH2:23][CH2:22][C:21]([F:25])([F:24])[CH2:20][CH2:19]3)=[O:26])=[CH:14][CH:15]=2)[CH2:29][CH2:30]1. Given the reactants C(OC(=O)[N:7]([CH2:27][CH:28]1[CH2:30][CH2:29]1)[C@@H:8]1[CH2:10][C@H:9]1[C:11]1[S:12][C:13]([C:16](=[O:26])[NH:17][CH:18]2[CH2:23][CH2:22][C:21]([F:25])([F:24])[CH2:20][CH2:19]2)=[CH:14][CH:15]=1)(C)(C)C.[ClH:32].C(OCC)(=O)C, predict the reaction product. (4) The product is: [Cl:15][C:16]1[CH:24]=[CH:23][CH:22]=[C:21]([C:25]([F:26])([F:27])[F:28])[C:17]=1[C:18]([N:4]1[C:5]2[C:10](=[CH:9][CH:8]=[C:7]([C:11]([O:13][CH3:14])=[O:12])[CH:6]=2)[C:2]([I:1])=[N:3]1)=[O:19]. Given the reactants [I:1][C:2]1[C:10]2[C:5](=[CH:6][C:7]([C:11]([O:13][CH3:14])=[O:12])=[CH:8][CH:9]=2)[NH:4][N:3]=1.[Cl:15][C:16]1[CH:24]=[CH:23][CH:22]=[C:21]([C:25]([F:28])([F:27])[F:26])[C:17]=1[C:18](Cl)=[O:19].CCN(CC)CC, predict the reaction product.